Dataset: Full USPTO retrosynthesis dataset with 1.9M reactions from patents (1976-2016). Task: Predict the reactants needed to synthesize the given product. Given the product [C:1]([N:4]1[C:13]2[C:8](=[CH:9][CH:10]=[C:11]([C:14]3[S:15][C:16]([C:30]4[CH:31]=[CH:32][C:27]([O:26][CH3:25])=[CH:28][CH:29]=4)=[C:17]([C:19]([O:21][CH2:22][CH3:23])=[O:20])[N:18]=3)[CH:12]=2)[CH2:7][CH2:6][CH2:5]1)(=[O:3])[CH3:2], predict the reactants needed to synthesize it. The reactants are: [C:1]([N:4]1[C:13]2[C:8](=[CH:9][CH:10]=[C:11]([C:14]3[S:15][C:16](Cl)=[C:17]([C:19]([O:21][CH2:22][CH3:23])=[O:20])[N:18]=3)[CH:12]=2)[CH2:7][CH2:6][CH2:5]1)(=[O:3])[CH3:2].[CH3:25][O:26][C:27]1[CH:32]=[CH:31][C:30](B(O)O)=[CH:29][CH:28]=1.[Cl-].[Li+].C(=O)([O-])[O-].[Cs+].[Cs+].